From a dataset of Forward reaction prediction with 1.9M reactions from USPTO patents (1976-2016). Predict the product of the given reaction. (1) Given the reactants Br[C:2]1[CH:7]=[CH:6][C:5]([C:8]([F:11])([F:10])[F:9])=[CH:4][C:3]=1[N+:12]([O-:14])=[O:13].[NH2:15][C:16]1[C:17]([CH3:26])=[C:18]([CH:23]=[CH:24][CH:25]=1)[C:19]([O:21][CH3:22])=[O:20].P([O-])([O-])([O-])=O.[K+].[K+].[K+].O, predict the reaction product. The product is: [CH3:26][C:17]1[C:16]([NH:15][C:2]2[CH:7]=[CH:6][C:5]([C:8]([F:11])([F:10])[F:9])=[CH:4][C:3]=2[N+:12]([O-:14])=[O:13])=[CH:25][CH:24]=[CH:23][C:18]=1[C:19]([O:21][CH3:22])=[O:20]. (2) Given the reactants [NH2:1][C:2]1[CH:9]=[CH:8][C:5]([C:6]#[N:7])=[C:4]([Cl:10])[C:3]=1[F:11].N(C1C2CCCCC=2C(C#N)=CC=1)=[C:13]=[O:14], predict the reaction product. The product is: [N:1]([C:2]1[CH:9]=[CH:8][C:5]([C:6]#[N:7])=[C:4]([Cl:10])[C:3]=1[F:11])=[C:13]=[O:14]. (3) The product is: [C:17]([OH:21])(=[O:20])[CH:18]=[CH2:19].[NH2:3][C:17]([O:21][CH2:22][CH3:23])=[O:20]. Given the reactants O=C=[N:3]C1CC(C)(C)CC(C)(CN=C=O)C1.[C:17]([O:21][CH2:22][CH2:23]CCO)(=[O:20])[CH:18]=[CH2:19].C([O-])(=O)CCCCCCCCCCC.C([O-])(=O)CCCCCCCCCCC.C([Sn+2]CCCC)CCC, predict the reaction product. (4) The product is: [ClH:1].[Cl:1][C:2]1[CH:7]=[CH:6][C:5]([O:8][CH:9]2[CH2:11][CH2:10]2)=[CH:4][C:3]=1[C:12]1[N:13]=[CH:14][C:15]([NH:18][C:19](=[O:27])[C:20]2[C:25]([CH3:26])=[CH:24][CH:23]=[N:22][CH:21]=2)=[N:16][CH:17]=1. Given the reactants [Cl:1][C:2]1[CH:7]=[CH:6][C:5]([O:8][CH:9]2[CH2:11][CH2:10]2)=[CH:4][C:3]=1[C:12]1[N:13]=[CH:14][C:15]([NH:18][C:19](=[O:27])[C:20]2[C:25]([CH3:26])=[CH:24][CH:23]=[N:22][CH:21]=2)=[N:16][CH:17]=1.Cl, predict the reaction product. (5) The product is: [Br:12][CH2:10][C:9]([C:3]1[CH:4]=[C:5]([Br:13])[C:6]([OH:8])=[C:7]([Br:14])[C:2]=1[OH:1])=[O:11]. Given the reactants [OH:1][C:2]1[CH:7]=[C:6]([OH:8])[CH:5]=[CH:4][C:3]=1[C:9](=[O:11])[CH3:10].[Br-:12].[Br-:13].[Br-:14].C([N+](C)(C)C)C1C=CC=CC=1.C([N+](C)(C)C)C1C=CC=CC=1.C([N+](C)(C)C)C1C=CC=CC=1, predict the reaction product. (6) The product is: [N:8]([CH:9]([C:11]1[N:12]=[CH:13][C:14]([F:17])=[CH:15][N:16]=1)[CH3:10])=[N+:37]=[N-:38]. Given the reactants FC1C(NC2C=C(C)NN=2)=NC([NH:8][C@H:9]([C:11]2[N:16]=[CH:15][C:14]([F:17])=[CH:13][N:12]=2)[CH3:10])=NC=1.C(N(CC)CC)C.CS(Cl)(=O)=O.[N-:37]=[N+:38]=[N-].[Na+], predict the reaction product. (7) The product is: [CH3:61][C:56]1[CH:55]=[C:54]([NH:51][C:52](=[O:53])[NH:32][C:33]2[CH:34]=[CH:35][C:36]([C:39]3[S:43][C:42]([CH2:44][CH2:45][CH2:46][C:47]([O:49][CH3:50])=[O:48])=[N:41][CH:40]=3)=[CH:37][CH:38]=2)[CH:59]=[CH:58][C:57]=1[CH3:60]. Given the reactants FC(F)(F)C1C=C(NC(=O)NC2C=CC(C3SC(CCC(OC)=O)=NC=3)=CC=2)C=CC=1.[NH2:32][C:33]1[CH:38]=[CH:37][C:36]([C:39]2[S:43][C:42]([CH2:44][CH2:45][CH2:46][C:47]([O:49][CH3:50])=[O:48])=[N:41][CH:40]=2)=[CH:35][CH:34]=1.[N:51]([C:54]1[CH:59]=[CH:58][C:57]([CH3:60])=[C:56]([CH3:61])[CH:55]=1)=[C:52]=[O:53], predict the reaction product. (8) Given the reactants C([O-])([O-])=O.[K+].[K+].Br[CH2:8][CH:9]=[CH2:10].[CH2:11]([O:13][C:14](=[O:23])[C:15]1[CH:20]=[CH:19][C:18]([F:21])=[C:17]([OH:22])[CH:16]=1)[CH3:12], predict the reaction product. The product is: [CH2:11]([O:13][C:14](=[O:23])[C:15]1[CH:20]=[CH:19][C:18]([F:21])=[C:17]([O:22][CH2:10][CH:9]=[CH2:8])[CH:16]=1)[CH3:12]. (9) Given the reactants [Cl:1][C:2]1[CH:7]=[C:6]([Cl:8])[N:5]=[C:4]([C:9]([O:11][CH3:12])=[O:10])[CH:3]=1.C(=O)([O-])[O-].[K+].[K+].CC(C1C=C(C(C)C)C(C2C=CC=CC=2P(C2CCCCC2)C2CCCCC2)=C(C(C)C)C=1)C.[NH:53]1[CH2:58][CH2:57][O:56][CH2:55][CH2:54]1, predict the reaction product. The product is: [Cl:1][C:2]1[CH:7]=[C:6]([N:53]2[CH2:58][CH2:57][O:56][CH2:55][CH2:54]2)[N:5]=[C:4]([C:9]([O:11][CH3:12])=[O:10])[CH:3]=1.[Cl:8][C:6]1[N:5]=[C:4]([C:9]([O:11][CH3:12])=[O:10])[CH:3]=[C:2]([N:53]2[CH2:58][CH2:57][O:56][CH2:55][CH2:54]2)[CH:7]=1.